From a dataset of Forward reaction prediction with 1.9M reactions from USPTO patents (1976-2016). Predict the product of the given reaction. (1) Given the reactants C([O:4][CH2:5][C:6]([CH3:47])([CH3:46])[CH2:7][N:8]1[C:14]2[CH:15]=[CH:16][C:17]([Cl:19])=[CH:18][C:13]=2[C@@H:12]([C:20]2[CH:25]=[CH:24][CH:23]=[C:22]([O:26][CH3:27])[C:21]=2[O:28][CH3:29])[O:11][C@H:10]([CH2:30][C:31]([NH:33][C:34]2[CH:39]=[CH:38][C:37]([CH2:40][C:41]([O:43]C)=[O:42])=[CH:36][CH:35]=2)=[O:32])[C:9]1=[O:45])(=O)C.[OH-].[Na+].C(O)C, predict the reaction product. The product is: [Cl:19][C:17]1[CH:16]=[CH:15][C:14]2[N:8]([CH2:7][C:6]([CH3:46])([CH3:47])[CH2:5][OH:4])[C:9](=[O:45])[C@@H:10]([CH2:30][C:31]([NH:33][C:34]3[CH:39]=[CH:38][C:37]([CH2:40][C:41]([OH:43])=[O:42])=[CH:36][CH:35]=3)=[O:32])[O:11][C@H:12]([C:20]3[CH:25]=[CH:24][CH:23]=[C:22]([O:26][CH3:27])[C:21]=3[O:28][CH3:29])[C:13]=2[CH:18]=1. (2) Given the reactants FC(F)(F)C(O)=O.[CH3:8][NH:9][C@H:10]([C:14]([NH:16][C@H:17]([C:21]([N:23]([C@@H:25]([C@@H:62]([CH3:65])[CH2:63][CH3:64])[C@H:26]([O:60][CH3:61])[CH2:27][C:28]([N:30]1[CH2:34][CH2:33][CH2:32][C@H:31]1[C@H:35]([O:58][CH3:59])[C@@H:36]([CH3:57])[C:37]([NH:39][C@@H:40]([CH2:50][C:51]1[CH:56]=[CH:55][CH:54]=[CH:53][CH:52]=1)[CH2:41][S:42][CH2:43][C:44]1[CH:49]=[CH:48][CH:47]=[CH:46][CH:45]=1)=[O:38])=[O:29])[CH3:24])=[O:22])[CH:18]([CH3:20])[CH3:19])=[O:15])[CH:11]([CH3:13])[CH3:12].O=[CH:67][CH2:68][CH2:69][C:70]([OH:72])=[O:71].C([BH3-])#N.[Na+].O1CCOCC1, predict the reaction product. The product is: [C:70]([CH2:69][CH2:68][CH2:67][N:9]([CH3:8])[C@H:10]([C:14]([NH:16][C@H:17]([C:21]([N:23]([C@@H:25]([C@@H:62]([CH3:65])[CH2:63][CH3:64])[C@H:26]([O:60][CH3:61])[CH2:27][C:28]([N:30]1[CH2:34][CH2:33][CH2:32][C@H:31]1[C@H:35]([O:58][CH3:59])[C@@H:36]([CH3:57])[C:37]([NH:39][C@@H:40]([CH2:50][C:51]1[CH:52]=[CH:53][CH:54]=[CH:55][CH:56]=1)[CH2:41][S:42][CH2:43][C:44]1[CH:45]=[CH:46][CH:47]=[CH:48][CH:49]=1)=[O:38])=[O:29])[CH3:24])=[O:22])[CH:18]([CH3:19])[CH3:20])=[O:15])[CH:11]([CH3:13])[CH3:12])([OH:72])=[O:71]. (3) Given the reactants [H-].[Na+].C(O[C:6](=O)[O:7][CH2:8][CH3:9])C.[Br:11][C:12]1[CH:13]=[CH:14][C:15]([O:21][CH2:22][O:23][CH3:24])=[C:16]([C:18](=[O:20])[CH3:19])[CH:17]=1.C1C[O:28]CC1, predict the reaction product. The product is: [Br:11][C:12]1[CH:13]=[CH:14][C:15]([O:21][CH2:22][O:23][CH3:24])=[C:16]([C:18](=[O:20])[CH2:19][C:9](=[O:28])[CH2:8][O:7][CH3:6])[CH:17]=1. (4) Given the reactants [C:1]([O:5][C:6](=[O:17])[NH:7][C:8]1[CH:13]=[CH:12][CH:11]=[C:10]([N+:14]([O-:16])=[O:15])[CH:9]=1)([CH3:4])([CH3:3])[CH3:2].N#N.[H-].[Na+].[CH3:22]I, predict the reaction product. The product is: [CH3:22][N:7]([C:8]1[CH:13]=[CH:12][CH:11]=[C:10]([N+:14]([O-:16])=[O:15])[CH:9]=1)[C:6](=[O:17])[O:5][C:1]([CH3:4])([CH3:2])[CH3:3]. (5) Given the reactants [CH2:1]([O:8][C:9]([NH:11][C:12]1[C:13]([C:23]([O:25]CC)=[O:24])=[N:14][C:15]2[C:20]([CH:21]=1)=[CH:19][CH:18]=[C:17](Br)[CH:16]=2)=[O:10])[C:2]1[CH:7]=[CH:6][CH:5]=[CH:4][CH:3]=1.O1C=[C:31](B2OC(C)(C)C(C)(C)O2)[CH:30]=[N:29]1.C(=O)([O-])[O-].[Cs+].[Cs+].CC(O)=O, predict the reaction product. The product is: [CH2:1]([O:8][C:9]([NH:11][C:12]1[C:13]([C:23]([OH:25])=[O:24])=[N:14][C:15]2[C:20]([CH:21]=1)=[CH:19][CH:18]=[C:17]([CH2:31][C:30]#[N:29])[CH:16]=2)=[O:10])[C:2]1[CH:7]=[CH:6][CH:5]=[CH:4][CH:3]=1. (6) Given the reactants [Cl:1][S:2]([N:5]=[C:6]=[O:7])(=[O:4])=[O:3].[C:8]([OH:12])([CH3:11])([CH3:10])[CH3:9].CCCCCCC, predict the reaction product. The product is: [CH3:9][C:8]([CH3:11])([O:12][C:6]([NH:5][S:2]([Cl:1])(=[O:4])=[O:3])=[O:7])[CH3:10]. (7) The product is: [C:25]([O:16][CH:15]([C:17]1[CH:18]=[CH:19][N:20]=[CH:21][CH:22]=1)[CH2:14][N:6]1[C:7]2[CH:8]=[CH:9][C:10]([CH3:13])=[CH:11][C:12]=2[C:4]2[CH2:3][N:2]([CH3:1])[CH2:24][CH2:23][C:5]1=2)(=[O:29])[CH:26]([CH3:28])[CH3:27]. Given the reactants [CH3:1][N:2]1[CH2:24][CH2:23][C:5]2[N:6]([CH2:14][CH:15]([C:17]3[CH:22]=[CH:21][N:20]=[CH:19][CH:18]=3)[OH:16])[C:7]3[CH:8]=[CH:9][C:10]([CH3:13])=[CH:11][C:12]=3[C:4]=2[CH2:3]1.[C:25](O)(=[O:29])[CH:26]([CH3:28])[CH3:27].CCN=C=NCCCN(C)C.Cl, predict the reaction product. (8) Given the reactants [Cl:1][C:2]1[CH:7]=[CH:6][CH:5]=[C:4]([Cl:8])[C:3]=1[CH2:9][CH2:10][C:11]1[C:15]([CH2:16][OH:17])=[C:14]([CH:18]([CH3:20])[CH3:19])[O:13][N:12]=1.O[C:22]1[CH:27]=[CH:26][C:25]([C:28]2[CH:37]=[C:36]3[C:31]([CH:32]=[CH:33][CH:34]=[C:35]3[C:38]([O:40][CH3:41])=[O:39])=[CH:30][CH:29]=2)=[CH:24][CH:23]=1.C1(P(C2C=CC=CC=2)C2C=CC=CC=2)C=CC=CC=1.N(C(OC(C)C)=O)=NC(OC(C)C)=O, predict the reaction product. The product is: [Cl:1][C:2]1[CH:7]=[CH:6][CH:5]=[C:4]([Cl:8])[C:3]=1[CH2:9][CH2:10][C:11]1[C:15]([CH2:16][O:17][C:22]2[CH:23]=[CH:24][C:25]([C:28]3[CH:37]=[C:36]4[C:31]([CH:32]=[CH:33][CH:34]=[C:35]4[C:38]([O:40][CH3:41])=[O:39])=[CH:30][CH:29]=3)=[CH:26][CH:27]=2)=[C:14]([CH:18]([CH3:20])[CH3:19])[O:13][N:12]=1. (9) Given the reactants [N+:1]([C:4]1[CH:12]=[C:7]2[CH2:8][O:9][CH2:10][CH2:11][N:6]2[N:5]=1)([O-])=O, predict the reaction product. The product is: [N:5]1[N:6]2[C:7]([CH2:8][O:9][CH2:10][CH2:11]2)=[CH:12][C:4]=1[NH2:1].